Dataset: Full USPTO retrosynthesis dataset with 1.9M reactions from patents (1976-2016). Task: Predict the reactants needed to synthesize the given product. (1) Given the product [C:39]([O:43][C:44]([NH:45][CH2:46][CH2:47][O:23][C:22](=[O:24])[CH2:21][O:20][C:19]1[CH:18]=[CH:17][C:16]([CH2:15][CH2:14][CH2:13][CH2:12][NH:11][C:9]([O:8][CH2:1][C:2]2[CH:3]=[CH:4][CH:5]=[CH:6][CH:7]=2)=[O:10])=[CH:26][CH:25]=1)=[O:49])([CH3:42])([CH3:41])[CH3:40], predict the reactants needed to synthesize it. The reactants are: [CH2:1]([O:8][C:9]([NH:11][CH2:12][CH2:13][CH2:14][CH2:15][C:16]1[CH:26]=[CH:25][C:19]([O:20][CH2:21][C:22]([OH:24])=[O:23])=[CH:18][CH:17]=1)=[O:10])[C:2]1[CH:7]=[CH:6][CH:5]=[CH:4][CH:3]=1.CCN=C=NCCCN(C)C.Cl.[C:39]([O:43][C:44](=[O:49])[NH:45][CH2:46][CH2:47]O)([CH3:42])([CH3:41])[CH3:40]. (2) Given the product [CH3:1][O:2][C:3]1[CH:8]=[CH:7][N:6]=[C:5]([C:9]2[CH:16]=[CH:15][C:12](/[CH:13]=[CH:25]/[CH:26]=[O:27])=[CH:11][CH:10]=2)[N:4]=1, predict the reactants needed to synthesize it. The reactants are: [CH3:1][O:2][C:3]1[CH:8]=[CH:7][N:6]=[C:5]([C:9]2[CH:16]=[CH:15][C:12]([CH:13]=O)=[CH:11][CH:10]=2)[N:4]=1.N1(C2C=C[C:25]([CH:26]=[O:27])=CC=2)C=CC=N1. (3) Given the product [CH3:21][O:20][C:18]([C@H:15]1[CH2:16][CH2:17][C@H:12]([N:11]2[CH2:10][CH2:9][N:8]([C:6]([O:5][C:1]([CH3:4])([CH3:3])[CH3:2])=[O:7])[CH2:23][C:22]2=[O:25])[CH2:13][CH2:14]1)=[O:19], predict the reactants needed to synthesize it. The reactants are: [C:1]([O:5][C:6]([NH:8][CH2:9][CH2:10][N:11]([C:22](=[O:25])[CH2:23]Cl)[C@H:12]1[CH2:17][CH2:16][C@H:15]([C:18]([O:20][CH3:21])=[O:19])[CH2:14][CH2:13]1)=[O:7])([CH3:4])([CH3:3])[CH3:2].[H-].[Na+].[Cl-].[NH4+].O.